This data is from Full USPTO retrosynthesis dataset with 1.9M reactions from patents (1976-2016). The task is: Predict the reactants needed to synthesize the given product. (1) The reactants are: [C:1]([C:3]1[O:4][C:5]2[C:11]([C:12]3[CH:35]=[CH:34][C:15]([O:16][CH2:17][C:18]4[CH:19]=[C:20]([CH:31]=[CH:32][CH:33]=4)[C:21]([N:23]4[CH2:30][CH2:29][CH2:28][C@H:24]4[C:25]([OH:27])=[O:26])=[O:22])=[CH:14][CH:13]=3)=[CH:10][C:9]([F:36])=[C:8]([F:37])[C:6]=2[CH:7]=1)#[N:2].C([O-])(=[O:40])C.[Na+].Cl.NO.C(OC(=O)C)(=O)C. Given the product [F:37][C:8]1[C:6]2[CH:7]=[C:3]([CH:1]=[N:2][OH:40])[O:4][C:5]=2[C:11]([C:12]2[CH:13]=[CH:14][C:15]([O:16][CH2:17][C:18]3[CH:19]=[C:20]([CH:31]=[CH:32][CH:33]=3)[C:21]([N:23]3[CH2:30][CH2:29][CH2:28][C@H:24]3[C:25]([OH:27])=[O:26])=[O:22])=[CH:34][CH:35]=2)=[CH:10][C:9]=1[F:36], predict the reactants needed to synthesize it. (2) Given the product [C:1]([N:4]1[C:12]2[C:7](=[CH:8][C:9]([S:13]([NH2:20])(=[O:15])=[O:14])=[CH:10][CH:11]=2)[CH2:6][CH2:5]1)(=[O:3])[CH3:2], predict the reactants needed to synthesize it. The reactants are: [C:1]([N:4]1[C:12]2[C:7](=[CH:8][C:9]([S:13](Cl)(=[O:15])=[O:14])=[CH:10][CH:11]=2)[CH2:6][CH2:5]1)(=[O:3])[CH3:2].N.CC[N:20](CC)CC. (3) Given the product [ClH:43].[ClH:43].[ClH:43].[C:1]([N:4]1[CH2:9][CH2:8][N:7]([C:10]2[CH:11]=[CH:12][C:13]([CH2:16][CH2:17][C:18]3[CH:36]=[CH:35][C:21]([CH2:22][NH:23][C:24]([NH:26][NH2:27])=[O:25])=[CH:20][CH:19]=3)=[N:14][CH:15]=2)[CH2:6][CH2:5]1)(=[O:3])[CH3:2], predict the reactants needed to synthesize it. The reactants are: [C:1]([N:4]1[CH2:9][CH2:8][N:7]([C:10]2[CH:11]=[CH:12][C:13]([CH2:16][CH2:17][C:18]3[CH:36]=[CH:35][C:21]([CH2:22][NH:23][C:24]([NH:26][NH:27]C(OC(C)(C)C)=O)=[O:25])=[CH:20][CH:19]=3)=[N:14][CH:15]=2)[CH2:6][CH2:5]1)(=[O:3])[CH3:2].O1CCOCC1.[ClH:43]. (4) Given the product [Cl:1][C:2]1[CH:10]=[CH:9][C:5]([C:6]([Cl:15])=[O:7])=[CH:4][C:3]=1[I:11], predict the reactants needed to synthesize it. The reactants are: [Cl:1][C:2]1[CH:10]=[CH:9][C:5]([C:6](O)=[O:7])=[CH:4][C:3]=1[I:11].C(Cl)(=O)C([Cl:15])=O.CN(C=O)C.